From a dataset of Forward reaction prediction with 1.9M reactions from USPTO patents (1976-2016). Predict the product of the given reaction. (1) Given the reactants [CH3:1][C:2]1[CH:21]=[CH:20][C:19](B2OC(C)(C)C(C)(C)O2)=[CH:18][C:3]=1[C:4]([NH:6][CH2:7][C:8]12[CH2:17][CH:12]3[CH2:13][CH:14]([CH2:16][CH:10]([CH2:11]3)[CH2:9]1)[CH2:15]2)=[O:5].Cl[C:32]1[N:37]=[C:36]([C:38]([O:40]C)=[O:39])[CH:35]=[CH:34][CH:33]=1.C(=O)([O-])[O-].[Na+].[Na+].[OH-].[Na+], predict the reaction product. The product is: [CH3:1][C:2]1[CH:21]=[CH:20][C:19]([C:32]2[N:37]=[C:36]([C:38]([OH:40])=[O:39])[CH:35]=[CH:34][CH:33]=2)=[CH:18][C:3]=1[C:4]([NH:6][CH2:7][C:8]12[CH2:15][CH:14]3[CH2:16][CH:10]([CH2:11][CH:12]([CH2:13]3)[CH2:17]1)[CH2:9]2)=[O:5]. (2) Given the reactants [NH:1]1[CH:5]=[C:4]([C:6]([O:8]CC)=[O:7])[CH:3]=[N:2]1.C([O-])([O-])=O.[K+].[K+].[F:17][C:18]1[CH:25]=[CH:24][C:21]([CH2:22]Br)=[CH:20][CH:19]=1.[OH-].[K+], predict the reaction product. The product is: [F:17][C:18]1[CH:25]=[CH:24][C:21]([CH2:22][N:2]2[CH:3]=[C:4]([C:6]([OH:8])=[O:7])[CH:5]=[N:1]2)=[CH:20][CH:19]=1. (3) Given the reactants [Na+].[Cl-].O=C[C@@H]([C@H]([C@@H]([C@@H](CO)O)O)O)O.[CH:15]([CH:17]([CH2:23][CH2:24][CH2:25][CH3:26])[C:18]([O:20][CH2:21][CH3:22])=[O:19])=[O:16].C1N=C(N)C2N=CN([C@@H]3O[C@H](COP(OP(OC[C@H]4O[C@@H](N5C=C(C(N)=O)CC=C5)[C@H](O)[C@@H]4O)(O)=O)(O)=O)[C@@H](O)[C@H]3O)C=2N=1.[OH-].[Na+], predict the reaction product. The product is: [OH:16][CH2:15][C@@H:17]([CH2:23][CH2:24][CH2:25][CH3:26])[C:18]([O:20][CH2:21][CH3:22])=[O:19]. (4) Given the reactants CC([O-])(CC)C.[Na+].Cl[C:9]1[N:14]=[C:13]2[O:15][C:16]([C:22]3[CH:27]=[CH:26][C:25]([F:28])=[CH:24][CH:23]=3)=[C:17]([C:18](=[O:21])[NH:19][CH3:20])[C:12]2=[CH:11][C:10]=1[C:29]1[CH:30]=[CH:31][C:32]([O:38][CH3:39])=[C:33]([CH:37]=1)[C:34]([OH:36])=[O:35].[F:40][CH:41]([F:44])[CH2:42][NH2:43].N#N, predict the reaction product. The product is: [F:40][CH:41]([F:44])[CH2:42][NH:43][C:9]1[N:14]=[C:13]2[O:15][C:16]([C:22]3[CH:27]=[CH:26][C:25]([F:28])=[CH:24][CH:23]=3)=[C:17]([C:18](=[O:21])[NH:19][CH3:20])[C:12]2=[CH:11][C:10]=1[C:29]1[CH:30]=[CH:31][C:32]([O:38][CH3:39])=[C:33]([CH:37]=1)[C:34]([OH:36])=[O:35].